From a dataset of Reaction yield outcomes from USPTO patents with 853,638 reactions. Predict the reaction yield, written as a fraction of the theoretical maximum amount of product (1.0 means a 100% yield; for example, 0.34 means a 34% yield). (1) The reactants are [CH:1]1([CH2:7][CH2:8][C:9]([C:11]2[CH:16]=[C:15]([C:17]([CH3:20])([CH3:19])[CH3:18])[CH:14]=[C:13]([C:21]([CH3:24])([CH3:23])[CH3:22])[CH:12]=2)=[O:10])[CH2:6][CH2:5][CH2:4][CH2:3][CH2:2]1.[Br:25]Br.[O-]S([O-])=O.[Na+].[Na+]. The catalyst is CC(O)=O. The product is [Br:25][CH:8]([CH2:7][CH:1]1[CH2:2][CH2:3][CH2:4][CH2:5][CH2:6]1)[C:9]([C:11]1[CH:16]=[C:15]([C:17]([CH3:18])([CH3:20])[CH3:19])[CH:14]=[C:13]([C:21]([CH3:24])([CH3:23])[CH3:22])[CH:12]=1)=[O:10]. The yield is 0.890. (2) The reactants are COC1C=CC(C[N:10]2[CH2:27][C:14]3([CH2:19][CH2:18][N:17](C(OC(C)(C)C)=O)[CH2:16][CH2:15]3)[O:13][CH:12]([C:28]3[CH:33]=[CH:32][CH:31]=[CH:30][CH:29]=3)[C:11]2=[O:34])=CC=1.O.[ClH:36]. The catalyst is C(#N)C. The product is [ClH:36].[C:28]1([CH:12]2[O:13][C:14]3([CH2:15][CH2:16][NH:17][CH2:18][CH2:19]3)[CH2:27][NH:10][C:11]2=[O:34])[CH:29]=[CH:30][CH:31]=[CH:32][CH:33]=1. The yield is 1.00.